From a dataset of Catalyst prediction with 721,799 reactions and 888 catalyst types from USPTO. Predict which catalyst facilitates the given reaction. (1) Reactant: [NH:1]([C:28]([O:30][CH2:31][C:32]1[CH:37]=[CH:36][CH:35]=[CH:34][CH:33]=1)=[O:29])[C@H:2]([C:10]([NH:12][C@H:13]([C:25]([OH:27])=[O:26])[CH2:14][CH2:15][CH2:16][CH2:17][NH:18][C:19]([O:21][CH2:22][CH:23]=[CH2:24])=[O:20])=[O:11])[CH2:3][C:4]1[CH:9]=[CH:8][CH:7]=[CH:6][CH:5]=1.[NH2:38][C:39]1[CH:46]=[CH:45][C:42]([CH2:43][OH:44])=[CH:41][CH:40]=1.N1C=CC=CC=1.Cl[C:54]([O:56][C:57]1[CH:62]=[CH:61][C:60]([N+:63]([O-:65])=[O:64])=[CH:59][CH:58]=1)=[O:55]. Product: [NH:1]([C:28]([O:30][CH2:31][C:32]1[CH:33]=[CH:34][CH:35]=[CH:36][CH:37]=1)=[O:29])[C@H:2]([C:10]([NH:12][C@H:13]([C:25]([OH:27])=[O:26])[CH2:14][CH2:15][CH2:16][CH2:17][NH:18][C:19]([O:21][CH2:22][CH:23]=[CH2:24])=[O:20])=[O:11])[CH2:3][C:4]1[CH:9]=[CH:8][CH:7]=[CH:6][CH:5]=1.[C:54](=[O:55])([O:56][C:57]1[CH:58]=[CH:59][C:60]([N+:63]([O-:65])=[O:64])=[CH:61][CH:62]=1)[O:44][CH2:43][C:42]1[CH:45]=[CH:46][C:39]([NH2:38])=[CH:40][CH:41]=1. The catalyst class is: 49. (2) Reactant: [Cl:1][C:2]1[CH:7]=[CH:6][C:5]([C:8]2[C:14]3[CH:15]=[C:16]([O:19][CH2:20][CH2:21][NH:22]C(=O)OC(C)(C)C)[CH:17]=[CH:18][C:13]=3[N:12]3[C:30]([CH3:33])=[N:31][N:32]=[C:11]3[C@H:10]([CH2:34][C:35]([NH:37][CH2:38][CH3:39])=[O:36])[N:9]=2)=[CH:4][CH:3]=1.C(O)(C(F)(F)F)=O. Product: [NH2:22][CH2:21][CH2:20][O:19][C:16]1[CH:17]=[CH:18][C:13]2[N:12]3[C:30]([CH3:33])=[N:31][N:32]=[C:11]3[C@H:10]([CH2:34][C:35]([NH:37][CH2:38][CH3:39])=[O:36])[N:9]=[C:8]([C:5]3[CH:4]=[CH:3][C:2]([Cl:1])=[CH:7][CH:6]=3)[C:14]=2[CH:15]=1. The catalyst class is: 2. (3) Reactant: C(O[C:6]([NH:8][C@H:9]1[CH2:14][CH2:13][C@H:12]([CH:15]([OH:37])[CH2:16][N:17]([S:25]([C:28]2[CH:33]=[CH:32][CH:31]=[CH:30][C:29]=2[N+:34]([O-:36])=[O:35])(=[O:27])=[O:26])C(=O)OC(C)(C)C)[CH2:11][CH2:10]1)=[O:7])(C)(C)C.[F:38][C:39]([F:44])([F:43])C(O)=O. Product: [F:38][C:39]([F:44])([F:43])[C:6]([NH:8][C@H:9]1[CH2:14][CH2:13][C@H:12]([CH:15]([OH:37])[CH2:16][NH:17][S:25]([C:28]2[CH:33]=[CH:32][CH:31]=[CH:30][C:29]=2[N+:34]([O-:36])=[O:35])(=[O:27])=[O:26])[CH2:11][CH2:10]1)=[O:7]. The catalyst class is: 4. (4) Reactant: [Br:1][C:2]1[CH:6]=[N:5][N:4]([CH:7]([CH3:9])[CH3:8])[C:3]=1[C:10]1[CH:11]=[C:12]([NH2:18])[CH:13]=[CH:14][C:15]=1[O:16][CH3:17].[F:19][C:20]1[CH:25]=[CH:24][C:23]([N:26]=[C:27]=[O:28])=[CH:22][CH:21]=1. Product: [Br:1][C:2]1[CH:6]=[N:5][N:4]([CH:7]([CH3:9])[CH3:8])[C:3]=1[C:10]1[CH:11]=[C:12]([NH:18][C:27]([NH:26][C:23]2[CH:24]=[CH:25][C:20]([F:19])=[CH:21][CH:22]=2)=[O:28])[CH:13]=[CH:14][C:15]=1[O:16][CH3:17]. The catalyst class is: 2. (5) Reactant: [F:1][C:2]1[CH:28]=[C:27]([N:29]2[CH:33]=[CH:32][CH:31]=[N:30]2)[CH:26]=[CH:25][C:3]=1[CH2:4][C:5]1[C:6]([CH3:24])=[C:7]([CH3:23])[C:8](OS(C(F)(F)F)(=O)=O)=[C:9]([CH:14]=1)[C:10]([O:12][CH3:13])=[O:11].[CH2:34](C([Sn])=C(CCCC)CCCC)[CH2:35]CC.[Cl-].[Li+].[F-].[K+]. Product: [F:1][C:2]1[CH:28]=[C:27]([N:29]2[CH:33]=[CH:32][CH:31]=[N:30]2)[CH:26]=[CH:25][C:3]=1[CH2:4][C:5]1[C:6]([CH3:24])=[C:7]([CH3:23])[C:8]([CH:34]=[CH2:35])=[C:9]([CH:14]=1)[C:10]([O:12][CH3:13])=[O:11]. The catalyst class is: 233. (6) Reactant: [CH3:1][N:2]1[CH:6]=[CH:5][C:4]([C:7]([OH:9])=O)=[CH:3]1.C1(C)C=CC(S(O)(=O)=O)=CC=1.[CH2:21]([O:28][C:29](=[O:33])[CH2:30][CH2:31][NH2:32])[C:22]1[CH:27]=[CH:26][CH:25]=[CH:24][CH:23]=1.P(C#N)(=O)(OCC)OCC.C(N(CC)CC)C. Product: [CH3:1][N:2]1[CH:6]=[CH:5][C:4]([C:7]([NH:32][CH2:31][CH2:30][C:29]([O:28][CH2:21][C:22]2[CH:27]=[CH:26][CH:25]=[CH:24][CH:23]=2)=[O:33])=[O:9])=[CH:3]1. The catalyst class is: 9. (7) Reactant: [NH2:1][C:2]1[C:11]([F:12])=[CH:10][CH:9]=[CH:8][C:3]=1[C:4]([NH:6][CH3:7])=[O:5].[Cl:13][C:14]1[CH:19]=[C:18](I)[C:17]([Cl:21])=[CH:16][N:15]=1.[O-]P([O-])([O-])=O.[K+].[K+].[K+]. Product: [Cl:13][C:14]1[CH:19]=[C:18]([NH:1][C:2]2[C:11]([F:12])=[CH:10][CH:9]=[CH:8][C:3]=2[C:4]([NH:6][CH3:7])=[O:5])[C:17]([Cl:21])=[CH:16][N:15]=1. The catalyst class is: 12. (8) Reactant: C([O-])(=[O:3])C.[K+].Cl[C:7]1[C:8](F)=[CH:9][C:10](I)=[C:11](N(CC(F)(F)F)C(C2C=NN([CH:21]3[CH2:26]C[CH2:24][CH2:23][O:22]3)C=2)=O)[CH:12]=1.O. Product: [CH:7]1[CH2:8][CH2:9][CH2:10][CH2:11][CH:12]=1.[CH3:26][C:21](=[O:3])[O:22][CH2:23][CH3:24]. The catalyst class is: 128.